From a dataset of Reaction yield outcomes from USPTO patents with 853,638 reactions. Predict the reaction yield, written as a fraction of the theoretical maximum amount of product (1.0 means a 100% yield; for example, 0.34 means a 34% yield). The reactants are C(N(CC)CC)C.[Br:8][C:9]1[CH:14]=[CH:13][C:12]([C:15]2([OH:21])[CH2:20][CH2:19][NH:18][CH2:17][CH2:16]2)=[CH:11][CH:10]=1.[C:22](O[C:22]([O:24][C:25]([CH3:28])([CH3:27])[CH3:26])=[O:23])([O:24][C:25]([CH3:28])([CH3:27])[CH3:26])=[O:23]. The catalyst is C(Cl)Cl.O. The product is [C:25]([O:24][C:22]([N:18]1[CH2:17][CH2:16][C:15]([C:12]2[CH:13]=[CH:14][C:9]([Br:8])=[CH:10][CH:11]=2)([OH:21])[CH2:20][CH2:19]1)=[O:23])([CH3:28])([CH3:27])[CH3:26]. The yield is 0.980.